From a dataset of Forward reaction prediction with 1.9M reactions from USPTO patents (1976-2016). Predict the product of the given reaction. (1) Given the reactants Br[C:2]1[N:7]=[C:6]([CH:8]=[O:9])[CH:5]=[CH:4][C:3]=1[O:10][CH2:11][CH2:12][O:13][Si:14]([C:17]([CH3:20])([CH3:19])[CH3:18])([CH3:16])[CH3:15].[CH2:21]([S:23]([C:26]1[CH:31]=[CH:30][C:29](B(O)O)=[CH:28][CH:27]=1)(=[O:25])=[O:24])[CH3:22].C([O-])([O-])=O.[Na+].[Na+], predict the reaction product. The product is: [Si:14]([O:13][CH2:12][CH2:11][O:10][C:3]1[CH:4]=[CH:5][C:6]([CH:8]=[O:9])=[N:7][C:2]=1[C:29]1[CH:28]=[CH:27][C:26]([S:23]([CH2:21][CH3:22])(=[O:25])=[O:24])=[CH:31][CH:30]=1)([C:17]([CH3:20])([CH3:19])[CH3:18])([CH3:16])[CH3:15]. (2) The product is: [C:1]([N:5]1[C:10](=[O:11])[C:9]([Cl:12])=[C:8]([S:13][CH2:14][C:15]2[CH:20]=[CH:19][C:18]([CH2:21][CH2:22][CH2:23][CH2:24][F:36])=[CH:17][CH:16]=2)[CH:7]=[N:6]1)([CH3:4])([CH3:3])[CH3:2]. Given the reactants [C:1]([N:5]1[C:10](=[O:11])[C:9]([Cl:12])=[C:8]([S:13][CH2:14][C:15]2[CH:20]=[CH:19][C:18]([CH2:21][CH2:22][CH2:23][CH2:24]OS(C3C(C)=CC=CC=3)(=O)=O)=[CH:17][CH:16]=2)[CH:7]=[N:6]1)([CH3:4])([CH3:3])[CH3:2].[F-:36].C([N+](CCCC)(CCCC)CCCC)CCC, predict the reaction product.